Dataset: Forward reaction prediction with 1.9M reactions from USPTO patents (1976-2016). Task: Predict the product of the given reaction. (1) The product is: [Cl:45][C:46]1[CH:51]=[CH:50][C:49]([CH:52]([C:54]2[CH:55]=[CH:56][CH:57]=[CH:58][CH:59]=2)[NH:53][C:41](=[O:43])[CH2:40][C:37]2[CH:36]=[CH:35][C:34]([O:33][CH2:32][CH2:31][C:29]3[CH:28]=[N:27][CH:26]=[N:25][CH:30]=3)=[CH:39][CH:38]=2)=[C:48]([CH3:60])[CH:47]=1. Given the reactants CN(C(ON1N=NC2C=CC=NC1=2)=[N+](C)C)C.F[P-](F)(F)(F)(F)F.[N:25]1[CH:30]=[C:29]([CH2:31][CH2:32][O:33][C:34]2[CH:39]=[CH:38][C:37]([CH2:40][C:41]([OH:43])=O)=[CH:36][CH:35]=2)[CH:28]=[N:27][CH:26]=1.Cl.[Cl:45][C:46]1[CH:51]=[CH:50][C:49]([CH:52]([C:54]2[CH:59]=[CH:58][CH:57]=[CH:56][CH:55]=2)[NH2:53])=[C:48]([CH3:60])[CH:47]=1.O, predict the reaction product. (2) Given the reactants FC1C=CC(OC)=C(C(C)(C)CC(C(F)(F)F)(O)C=[N:12][C:13]2[CH:22]=[CH:21][CH:20]=[C:19]3[C:14]=2[CH:15]=[N:16][C:17]([CH3:23])=[N:18]3)C=1, predict the reaction product. The product is: [NH2:12][C:13]1[CH:22]=[CH:21][CH:20]=[C:19]2[C:14]=1[CH:15]=[N:16][C:17]([CH3:23])=[N:18]2. (3) Given the reactants [CH3:1][N:2]([CH3:16])[C:3](=[N:5][C:6]1[CH:7]=[C:8]2[C:12](=[CH:13][CH:14]=1)[NH:11][C:10]([CH3:15])=[CH:9]2)[CH3:4].[CH3:17][O:18][N:19]=[C:20]([CH2:23]Cl)[CH2:21][Cl:22], predict the reaction product. The product is: [Cl:22][CH2:21][C:20](=[N:19][O:18][CH3:17])[CH2:23][N:11]1[C:12]2[C:8](=[CH:7][C:6]([N:5]=[C:3]([N:2]([CH3:1])[CH3:16])[CH3:4])=[CH:14][CH:13]=2)[CH:9]=[C:10]1[CH3:15].